This data is from NCI-60 drug combinations with 297,098 pairs across 59 cell lines. The task is: Regression. Given two drug SMILES strings and cell line genomic features, predict the synergy score measuring deviation from expected non-interaction effect. (1) Drug 2: CCN(CC)CCNC(=O)C1=C(NC(=C1C)C=C2C3=C(C=CC(=C3)F)NC2=O)C. Drug 1: CC1OCC2C(O1)C(C(C(O2)OC3C4COC(=O)C4C(C5=CC6=C(C=C35)OCO6)C7=CC(=C(C(=C7)OC)O)OC)O)O. Cell line: MDA-MB-231. Synergy scores: CSS=16.9, Synergy_ZIP=-4.52, Synergy_Bliss=2.22, Synergy_Loewe=-3.85, Synergy_HSA=0.0307. (2) Drug 1: C1C(C(OC1N2C=NC3=C(N=C(N=C32)Cl)N)CO)O. Drug 2: CC1=C(C(CCC1)(C)C)C=CC(=CC=CC(=CC(=O)O)C)C. Cell line: SF-268. Synergy scores: CSS=2.72, Synergy_ZIP=-9.80, Synergy_Bliss=-16.3, Synergy_Loewe=-15.6, Synergy_HSA=-13.9. (3) Drug 1: CC1C(C(CC(O1)OC2CC(CC3=C2C(=C4C(=C3O)C(=O)C5=C(C4=O)C(=CC=C5)OC)O)(C(=O)C)O)N)O.Cl. Drug 2: CC1=C(C(CCC1)(C)C)C=CC(=CC=CC(=CC(=O)O)C)C. Cell line: NCI-H226. Synergy scores: CSS=9.61, Synergy_ZIP=-4.71, Synergy_Bliss=-3.89, Synergy_Loewe=-7.36, Synergy_HSA=-4.50. (4) Drug 1: CC1=C(C=C(C=C1)NC2=NC=CC(=N2)N(C)C3=CC4=NN(C(=C4C=C3)C)C)S(=O)(=O)N.Cl. Drug 2: CC1=C2C(C(=O)C3(C(CC4C(C3C(C(C2(C)C)(CC1OC(=O)C(C(C5=CC=CC=C5)NC(=O)OC(C)(C)C)O)O)OC(=O)C6=CC=CC=C6)(CO4)OC(=O)C)O)C)O. Cell line: MOLT-4. Synergy scores: CSS=75.8, Synergy_ZIP=18.9, Synergy_Bliss=14.4, Synergy_Loewe=-8.34, Synergy_HSA=15.4. (5) Drug 1: CC(C1=C(C=CC(=C1Cl)F)Cl)OC2=C(N=CC(=C2)C3=CN(N=C3)C4CCNCC4)N. Drug 2: CC1C(C(=O)NC(C(=O)N2CCCC2C(=O)N(CC(=O)N(C(C(=O)O1)C(C)C)C)C)C(C)C)NC(=O)C3=C4C(=C(C=C3)C)OC5=C(C(=O)C(=C(C5=N4)C(=O)NC6C(OC(=O)C(N(C(=O)CN(C(=O)C7CCCN7C(=O)C(NC6=O)C(C)C)C)C)C(C)C)C)N)C. Cell line: UACC-257. Synergy scores: CSS=2.62, Synergy_ZIP=4.76, Synergy_Bliss=5.83, Synergy_Loewe=5.75, Synergy_HSA=5.12. (6) Drug 1: CN1CCC(CC1)COC2=C(C=C3C(=C2)N=CN=C3NC4=C(C=C(C=C4)Br)F)OC. Drug 2: C1CN(P(=O)(OC1)NCCCl)CCCl. Cell line: CAKI-1. Synergy scores: CSS=34.1, Synergy_ZIP=-9.52, Synergy_Bliss=1.07, Synergy_Loewe=-59.9, Synergy_HSA=0.816. (7) Drug 1: CC(CN1CC(=O)NC(=O)C1)N2CC(=O)NC(=O)C2. Drug 2: CS(=O)(=O)CCNCC1=CC=C(O1)C2=CC3=C(C=C2)N=CN=C3NC4=CC(=C(C=C4)OCC5=CC(=CC=C5)F)Cl. Cell line: SR. Synergy scores: CSS=66.2, Synergy_ZIP=4.71, Synergy_Bliss=4.59, Synergy_Loewe=4.21, Synergy_HSA=6.07. (8) Drug 1: COC1=CC(=CC(=C1O)OC)C2C3C(COC3=O)C(C4=CC5=C(C=C24)OCO5)OC6C(C(C7C(O6)COC(O7)C8=CC=CS8)O)O. Drug 2: C1=NNC2=C1C(=O)NC=N2. Cell line: RPMI-8226. Synergy scores: CSS=55.3, Synergy_ZIP=9.82, Synergy_Bliss=12.5, Synergy_Loewe=-42.8, Synergy_HSA=8.19. (9) Drug 1: C1CCC(CC1)NC(=O)N(CCCl)N=O. Drug 2: C1C(C(OC1N2C=NC3=C2NC=NCC3O)CO)O. Cell line: RXF 393. Synergy scores: CSS=12.1, Synergy_ZIP=-6.03, Synergy_Bliss=-7.04, Synergy_Loewe=-5.39, Synergy_HSA=-4.98.